The task is: Predict the reactants needed to synthesize the given product.. This data is from Full USPTO retrosynthesis dataset with 1.9M reactions from patents (1976-2016). Given the product [CH3:1][N:2]([CH3:32])[C:3]([C:5]1[N:26]([CH:27]2[CH2:31][CH2:30][CH2:29][CH2:28]2)[C:8]2[N:9]=[C:10]([NH:13][C:14]3[CH:19]=[CH:18][C:17]([N:20]4[CH2:21][CH2:22][N:23]([C:39]([N:33]5[CH2:38][CH2:37][O:36][CH2:35][CH2:34]5)=[O:40])[CH2:24][CH2:25]4)=[CH:16][N:15]=3)[N:11]=[CH:12][C:7]=2[CH:6]=1)=[O:4], predict the reactants needed to synthesize it. The reactants are: [CH3:1][N:2]([CH3:32])[C:3]([C:5]1[N:26]([CH:27]2[CH2:31][CH2:30][CH2:29][CH2:28]2)[C:8]2[N:9]=[C:10]([NH:13][C:14]3[CH:19]=[CH:18][C:17]([N:20]4[CH2:25][CH2:24][NH:23][CH2:22][CH2:21]4)=[CH:16][N:15]=3)[N:11]=[CH:12][C:7]=2[CH:6]=1)=[O:4].[N:33]1([C:39](Cl)=[O:40])[CH2:38][CH2:37][O:36][CH2:35][CH2:34]1.